Dataset: Forward reaction prediction with 1.9M reactions from USPTO patents (1976-2016). Task: Predict the product of the given reaction. (1) Given the reactants [C:1]([CH2:3][CH2:4][NH:5][C:6]([C:8]1[CH:9]=[C:10]([CH:15]=[CH:16][CH:17]=1)[C:11]([O:13][CH3:14])=[O:12])=O)#[N:2].[N-:18]=[N+:19]=[N-:20].[Na+].C([O-])(O)=O.[Na+].CCOC(C)=O, predict the reaction product. The product is: [C:1]([CH2:3][CH2:4][N:5]1[C:6]([C:8]2[CH:9]=[C:10]([CH:15]=[CH:16][CH:17]=2)[C:11]([O:13][CH3:14])=[O:12])=[N:20][N:19]=[N:18]1)#[N:2]. (2) Given the reactants C(OC(=O)[NH:7][CH:8]1[CH2:13][CH2:12][CH2:11][N:10]([C:14]2[CH:15]=[N:16][C:17]([O:23][C:24]3[CH:29]=[CH:28][C:27]([O:30][C:31]4[CH:36]=[CH:35][CH:34]=[C:33]([F:37])[CH:32]=4)=[CH:26][CH:25]=3)=[C:18]([C:20](=[O:22])[NH2:21])[CH:19]=2)[CH2:9]1)(C)(C)C.Cl, predict the reaction product. The product is: [NH2:7][CH:8]1[CH2:13][CH2:12][CH2:11][N:10]([C:14]2[CH:15]=[N:16][C:17]([O:23][C:24]3[CH:25]=[CH:26][C:27]([O:30][C:31]4[CH:36]=[CH:35][CH:34]=[C:33]([F:37])[CH:32]=4)=[CH:28][CH:29]=3)=[C:18]([C:20]([NH2:21])=[O:22])[CH:19]=2)[CH2:9]1.